Predict the product of the given reaction. From a dataset of Forward reaction prediction with 1.9M reactions from USPTO patents (1976-2016). (1) Given the reactants [Br:1][C:2]1[CH:12]=[CH:11][C:5]2[S:6](=[O:10])(=[O:9])[CH:7]=[CH:8][C:4]=2[CH:3]=1.[BH4-].[Na+], predict the reaction product. The product is: [Br:1][C:2]1[CH:12]=[CH:11][C:5]2[S:6](=[O:10])(=[O:9])[CH2:7][CH2:8][C:4]=2[CH:3]=1. (2) Given the reactants [C:1]([N:8]1[CH2:13][CH2:12][N:11]([C:14]2[CH:19]=[N:18][CH:17]=[C:16](Cl)[N:15]=2)[CH2:10][C@@H:9]1[CH2:21][C:22]1[CH:27]=[CH:26][CH:25]=[CH:24][CH:23]=1)([O:3][C:4]([CH3:7])([CH3:6])[CH3:5])=[O:2].[CH3:28][C:29]1[C:37]2[C:32](=[CH:33][CH:34]=[C:35](B3OC(C)(C)C(C)(C)O3)[CH:36]=2)[N:31]([CH2:47][O:48][CH:49]([Si:51]([CH3:54])([CH3:53])[CH3:52])[CH3:50])[N:30]=1.C(=O)([O-])[O-].[Na+].[Na+].C(OCC)(=O)C, predict the reaction product. The product is: [C:1]([N:8]1[CH2:13][CH2:12][N:11]([C:14]2[CH:19]=[N:18][CH:17]=[C:16]([C:35]3[CH:36]=[C:37]4[C:32](=[CH:33][CH:34]=3)[N:31]([CH2:47][O:48][CH:49]([Si:51]([CH3:52])([CH3:54])[CH3:53])[CH3:50])[N:30]=[C:29]4[CH3:28])[N:15]=2)[CH2:10][C@@H:9]1[CH2:21][C:22]1[CH:27]=[CH:26][CH:25]=[CH:24][CH:23]=1)([O:3][C:4]([CH3:7])([CH3:6])[CH3:5])=[O:2].